Dataset: Reaction yield outcomes from USPTO patents with 853,638 reactions. Task: Predict the reaction yield, written as a fraction of the theoretical maximum amount of product (1.0 means a 100% yield; for example, 0.34 means a 34% yield). The reactants are [NH2:1][C:2]1[CH:7]=[C:6]([C:8]([CH3:11])([CH3:10])[CH3:9])[CH:5]=[CH:4][C:3]=1[OH:12].Cl.[C:14](=N)(OC)[CH3:15]. The catalyst is CO. The product is [C:8]([C:6]1[CH:5]=[CH:4][C:3]2[O:12][C:14]([CH3:15])=[N:1][C:2]=2[CH:7]=1)([CH3:9])([CH3:11])[CH3:10]. The yield is 0.240.